Dataset: Reaction yield outcomes from USPTO patents with 853,638 reactions. Task: Predict the reaction yield, written as a fraction of the theoretical maximum amount of product (1.0 means a 100% yield; for example, 0.34 means a 34% yield). (1) The reactants are [Br:1][C:2]1[CH:3]=[CH:4][C:5]([CH2:8]O)=[N:6][CH:7]=1.S(Cl)([Cl:12])=O. The catalyst is C1(C)C=CC=CC=1. The product is [ClH:12].[Br:1][C:2]1[CH:3]=[CH:4][C:5]([CH2:8][Cl:12])=[N:6][CH:7]=1. The yield is 0.692. (2) The reactants are CN(C)C=O.[F:6][C:7]([F:19])=[C:8]([CH3:18])[CH2:9][CH2:10][CH2:11][CH2:12]CS([O-])(=O)=O.[NH:20]1[C:28]2[C:23](=[CH:24][CH:25]=[CH:26][CH:27]=2)[CH:22]=[C:21]1[C:29]([OH:31])=[O:30].C(=O)([O-])O.[Na+]. The catalyst is O. The product is [NH:20]1[C:28]2[C:23](=[CH:24][CH:25]=[CH:26][CH:27]=2)[CH:22]=[C:21]1[C:29]([O:31][CH2:12][CH2:11][CH2:10][CH2:9][C:8]([CH3:18])=[C:7]([F:6])[F:19])=[O:30]. The yield is 0.880. (3) The yield is 0.380. The catalyst is ClCCl. The product is [C:15]([O:1][C@H:2]([C:8]1[CH:13]=[CH:12][CH:11]=[CH:10][CH:9]=1)[C:3]([O:5][CH2:6][CH3:7])=[O:4])([CH3:17])([CH3:16])[CH3:14]. The reactants are [OH:1][C@H:2]([C:8]1[CH:13]=[CH:12][CH:11]=[CH:10][CH:9]=1)[C:3]([O:5][CH2:6][CH3:7])=[O:4].[CH3:14][C:15](OC(OC(O[C:15]([CH3:17])([CH3:16])[CH3:14])=O)=O)([CH3:17])[CH3:16]. (4) The yield is 0.810. The catalyst is ClCCl.O. The product is [Br:1][CH:2]1[CH2:6][CH:5]([O:7][CH3:8])[CH2:4][C:3]1=[O:9]. The reactants are [Br:1][CH:2]1[CH2:6][CH:5]([O:7][CH3:8])[CH2:4][CH:3]1[OH:9].CC(OI1(OC(C)=O)(OC(C)=O)OC(=O)C2C=CC=CC1=2)=O. (5) The reactants are [F:1][C:2]1[CH:7]=[C:6]([F:8])[CH:5]=[CH:4][C:3]=1[C:9]1[N:10]=[C:11]2[N:15]([C:16]=1I)[CH:14]=[CH:13][O:12]2.C([Mg]Cl)(C)C.[Cl:23][C:24]1[N:25]=[N:26][C:27](I)=[CH:28][CH:29]=1.Cl. The catalyst is C1COCC1.[Cl-].[Zn+2].[Cl-].C1C=CC([P]([Pd]([P](C2C=CC=CC=2)(C2C=CC=CC=2)C2C=CC=CC=2)([P](C2C=CC=CC=2)(C2C=CC=CC=2)C2C=CC=CC=2)[P](C2C=CC=CC=2)(C2C=CC=CC=2)C2C=CC=CC=2)(C2C=CC=CC=2)C2C=CC=CC=2)=CC=1.C(Cl)Cl.CN(C=O)C. The product is [Cl:23][C:24]1[N:25]=[N:26][C:27]([C:16]2[N:15]3[C:11]([O:12][CH:13]=[CH:14]3)=[N:10][C:9]=2[C:3]2[CH:4]=[CH:5][C:6]([F:8])=[CH:7][C:2]=2[F:1])=[CH:28][CH:29]=1. The yield is 0.340.